From a dataset of Full USPTO retrosynthesis dataset with 1.9M reactions from patents (1976-2016). Predict the reactants needed to synthesize the given product. (1) Given the product [CH2:16]([N:1]1[C:9]2[CH:8]=[CH:7][CH:6]=[C:5]([C:10]([O:12][CH3:13])=[O:11])[C:4]=2[CH:3]=[CH:2]1)[C:17]1[CH:22]=[CH:21][CH:20]=[CH:19][CH:18]=1, predict the reactants needed to synthesize it. The reactants are: [NH:1]1[C:9]2[CH:8]=[CH:7][CH:6]=[C:5]([C:10]([O:12][CH3:13])=[O:11])[C:4]=2[CH:3]=[CH:2]1.[H-].[Na+].[CH2:16](Br)[C:17]1[CH:22]=[CH:21][CH:20]=[CH:19][CH:18]=1. (2) Given the product [F:17][C:18]1[C:23]([O:24][CH2:25][CH2:26][N:27]2[CH2:32][CH2:31][CH2:30][CH2:29][CH2:28]2)=[CH:22][C:21]2[NH:33][C:15]([C:5]3[C:4]([N+:1]([O-:3])=[O:2])=[CH:8][N:7]([CH:9]4[CH2:14][CH2:13][CH2:12][CH2:11][O:10]4)[N:6]=3)=[N:34][C:20]=2[CH:19]=1, predict the reactants needed to synthesize it. The reactants are: [N+:1]([C:4]1[C:5]([CH:15]=O)=[N:6][N:7]([CH:9]2[CH2:14][CH2:13][CH2:12][CH2:11][O:10]2)[CH:8]=1)([O-:3])=[O:2].[F:17][C:18]1[CH:19]=[C:20]([NH2:34])[C:21]([NH2:33])=[CH:22][C:23]=1[O:24][CH2:25][CH2:26][N:27]1[CH2:32][CH2:31][CH2:30][CH2:29][CH2:28]1. (3) Given the product [F:15][CH2:16][CH:17]([O:1][C:2]1[CH:3]=[CH:4][C:5]2[N:6]([N:8]=[CH:9][C:10]=2[C:11]([O:13][CH3:14])=[O:12])[CH:7]=1)[CH2:18][F:19], predict the reactants needed to synthesize it. The reactants are: [OH:1][C:2]1[CH:3]=[CH:4][C:5]2[N:6]([N:8]=[CH:9][C:10]=2[C:11]([O:13][CH3:14])=[O:12])[CH:7]=1.[F:15][CH2:16][CH:17](O)[CH2:18][F:19].N(C(N1CCCCC1)=O)=NC(N1CCCCC1)=O.CCCCP(CCCC)CCCC. (4) Given the product [ClH:20].[ClH:19].[CH3:34][N:33]([CH3:35])[C:23]1[C:22]([CH2:21][C:6]2[C:5]3[C:10](=[CH:11][C:12]([O:13][CH3:14])=[C:3]([O:2][CH3:1])[CH:4]=3)[C:9]([CH2:15][CH2:16][CH3:17])=[N:8][C:7]=2[OH:18])=[CH:31][C:30]2[C:25](=[CH:26][CH:27]=[C:28]([CH3:32])[CH:29]=2)[N:24]=1, predict the reactants needed to synthesize it. The reactants are: [CH3:1][O:2][C:3]1[CH:4]=[C:5]2[C:10](=[CH:11][C:12]=1[O:13][CH3:14])[C:9]([CH2:15][CH2:16][CH3:17])=[N:8][C:7]([OH:18])=[CH:6]2.[ClH:19].[Cl:20][CH2:21][C:22]1[C:23]([N:33]([CH3:35])[CH3:34])=[N:24][C:25]2[C:30]([CH:31]=1)=[CH:29][C:28]([CH3:32])=[CH:27][CH:26]=2. (5) Given the product [S:31]1[CH:32]=[CH:33][CH:34]=[C:12]1[CH2:11][CH2:10][NH:13][C:14]([C:16]1[S:17][CH:18]=[CH:19][C:20]=1[NH:21][C:22]1[CH:27]=[CH:26][N:25]=[C:24]2[NH:28][CH:29]=[CH:30][C:23]=12)=[O:15], predict the reactants needed to synthesize it. The reactants are: C(OC(N1[CH2:12][CH2:11][CH:10]([NH:13][C:14]([C:16]2[S:17][CH:18]=[CH:19][C:20]=2[NH:21][C:22]2[CH:27]=[CH:26][N:25]=[C:24]3[NH:28][CH:29]=[CH:30][C:23]=23)=[O:15])C1)=O)(C)(C)C.[S:31]1C=[CH:34][CH:33]=[C:32]1CCN. (6) The reactants are: C(OC(=O)[NH:7][C@@:8]([CH2:25][CH2:26][C:27]1[CH:32]=[CH:31][C:30]([O:33][CH2:34][CH2:35][CH2:36][CH2:37][CH2:38][CH2:39][CH3:40])=[CH:29][CH:28]=1)([CH3:24])[C@H:9]([O:11][P:12]([O:19]C(C)(C)C)([O:14]C(C)(C)C)=[O:13])[CH3:10])(C)(C)C. Given the product [NH2:7][C@:8]([CH3:24])([CH2:25][CH2:26][C:27]1[CH:28]=[CH:29][C:30]([O:33][CH2:34][CH2:35][CH2:36][CH2:37][CH2:38][CH2:39][CH3:40])=[CH:31][CH:32]=1)[C@H:9]([O:11][P:12](=[O:13])([OH:19])[OH:14])[CH3:10], predict the reactants needed to synthesize it.